From a dataset of Reaction yield outcomes from USPTO patents with 853,638 reactions. Predict the reaction yield, written as a fraction of the theoretical maximum amount of product (1.0 means a 100% yield; for example, 0.34 means a 34% yield). The reactants are [O:1]=[C:2]1[C@H:6]([O:7][C:8](=[O:15])[C:9]2[CH:14]=[CH:13][CH:12]=[CH:11][CH:10]=2)[C@@H:5]([O:16][C:17](=[O:24])[C:18]2[CH:23]=[CH:22][CH:21]=[CH:20][CH:19]=2)[C:4](=O)[O:3]1.C(#N)C.[NH2:29][OH:30].O. The catalyst is C1(C)C=CC=CC=1. The product is [OH:30][N:29]1[C:2](=[O:1])[C@H:6]([O:7][C:8](=[O:15])[C:9]2[CH:14]=[CH:13][CH:12]=[CH:11][CH:10]=2)[C@@H:5]([O:16][C:17](=[O:24])[C:18]2[CH:23]=[CH:22][CH:21]=[CH:20][CH:19]=2)[C:4]1=[O:3]. The yield is 0.870.